Dataset: Full USPTO retrosynthesis dataset with 1.9M reactions from patents (1976-2016). Task: Predict the reactants needed to synthesize the given product. (1) Given the product [CH3:5][C:2]([C:6]1[CH:11]=[CH:10][CH:9]=[CH:8][CH:7]=1)([CH3:1])[CH:3]=[O:4], predict the reactants needed to synthesize it. The reactants are: [CH3:1][C:2]([C:6]1[CH:11]=[CH:10][CH:9]=[CH:8][CH:7]=1)([CH3:5])[CH2:3][OH:4].C(N(CC)CC)C.N1C=CC=CC=1.O. (2) Given the product [N:22]1([CH2:2][C:3]2[CH:4]=[C:5]([C:9]3[O:10][C:11]4[C:17]([C:18]([O:20][CH3:21])=[O:19])=[CH:16][CH:15]=[CH:14][C:12]=4[N:13]=3)[CH:6]=[CH:7][CH:8]=2)[CH2:27][CH2:26][NH:25][CH2:24][CH2:23]1, predict the reactants needed to synthesize it. The reactants are: Br[CH2:2][C:3]1[CH:4]=[C:5]([C:9]2[O:10][C:11]3[C:17]([C:18]([O:20][CH3:21])=[O:19])=[CH:16][CH:15]=[CH:14][C:12]=3[N:13]=2)[CH:6]=[CH:7][CH:8]=1.[NH:22]1[CH2:27][CH2:26][NH:25][CH2:24][CH2:23]1. (3) Given the product [Br:1][C:2]1[CH:3]=[C:4]([C:8](=[O:15])[CH2:9][CH:10]([OH:14])[CH2:11][CH:12]=[CH2:13])[CH:5]=[CH:6][CH:7]=1, predict the reactants needed to synthesize it. The reactants are: [Br:1][C:2]1[CH:3]=[C:4]([CH:8]([OH:15])[CH2:9][CH:10]([OH:14])[CH2:11][CH:12]=[CH2:13])[CH:5]=[CH:6][CH:7]=1. (4) Given the product [CH:1]1[C:11]2[CH2:10][CH2:9][C:8]3[CH:12]=[CH:13][CH:14]=[CH:15][C:7]=3[C:6](=[CH:16][C:17]3[CH:18]=[C:19]([N:23]([CH3:30])[S:24]([CH3:27])(=[O:26])=[O:25])[CH:20]=[CH:21][CH:22]=3)[C:5]=2[CH:4]=[CH:3][CH:2]=1, predict the reactants needed to synthesize it. The reactants are: [CH:1]1[C:11]2[CH2:10][CH2:9][C:8]3[CH:12]=[CH:13][CH:14]=[CH:15][C:7]=3[C:6](=[CH:16][C:17]3[CH:18]=[C:19]([NH:23][S:24]([CH3:27])(=[O:26])=[O:25])[CH:20]=[CH:21][CH:22]=3)[C:5]=2[CH:4]=[CH:3][CH:2]=1.[H-].[Na+].[CH3:30]I.O. (5) Given the product [Br:1][C:2]1[CH:17]=[CH:16][C:5]2[N:6]=[C:7]([C:9]3[CH:10]=[CH:11][C:12]([CH2:15][Br:18])=[CH:13][CH:14]=3)[O:8][C:4]=2[CH:3]=1, predict the reactants needed to synthesize it. The reactants are: [Br:1][C:2]1[CH:17]=[CH:16][C:5]2[N:6]=[C:7]([C:9]3[CH:14]=[CH:13][C:12]([CH3:15])=[CH:11][CH:10]=3)[O:8][C:4]=2[CH:3]=1.[Br:18]N1C(=O)CCC1=O.C(OOC(=O)C1C=CC=CC=1)(=O)C1C=CC=CC=1.